This data is from Cav3 T-type calcium channel HTS with 100,875 compounds. The task is: Binary Classification. Given a drug SMILES string, predict its activity (active/inactive) in a high-throughput screening assay against a specified biological target. (1) The result is 0 (inactive). The compound is O1c2c(OC1)ccc(OC(=O)c1ccc(n3nc(cc3C)C)cc1)c2. (2) The molecule is Fc1ccc(OCCCCN2CCN(CC2)c2c(OC)cccc2)cc1. The result is 1 (active). (3) The result is 0 (inactive). The molecule is O=C(N\N=C\c1c(c(c(cc1C)C)/C=N\NC(=O)N)C)N. (4) The drug is ON1C([N+]([O-])=C(C1C)c1ccc(OC)cc1)(C)C. The result is 0 (inactive).